This data is from Catalyst prediction with 721,799 reactions and 888 catalyst types from USPTO. The task is: Predict which catalyst facilitates the given reaction. Reactant: [O:1]1[CH2:5][CH2:4][O:3][CH:2]1[CH:6]([OH:33])[C:7]1[C:15]2[N:14]=[C:13]([CH:16]3[CH2:18][CH2:17]3)[N:12]([C:19]([O:21][C:22]([CH3:25])([CH3:24])[CH3:23])=[O:20])[C:11]=2[CH:10]=[C:9]([C:26]2[C:27]([CH3:32])=[N:28][O:29][C:30]=2[CH3:31])[CH:8]=1.CC(OI1(OC(C)=O)(OC(C)=O)OC(=O)C2C=CC=CC1=2)=O. Product: [CH:16]1([C:13]2[N:12]([C:19]([O:21][C:22]([CH3:23])([CH3:24])[CH3:25])=[O:20])[C:11]3[CH:10]=[C:9]([C:26]4[C:27]([CH3:32])=[N:28][O:29][C:30]=4[CH3:31])[CH:8]=[C:7]([C:6]([CH:2]4[O:3][CH2:4][CH2:5][O:1]4)=[O:33])[C:15]=3[N:14]=2)[CH2:18][CH2:17]1. The catalyst class is: 2.